This data is from Catalyst prediction with 721,799 reactions and 888 catalyst types from USPTO. The task is: Predict which catalyst facilitates the given reaction. (1) Reactant: [F:1][C:2]([F:32])([F:31])[C:3]1[CH:8]=[CH:7][C:6]([C:9]2[C:10]([C:15]([NH:17][C:18]3[CH:27]=[C:26]4[C:21]([CH:22]=[C:23]([C:28](O)=[O:29])[CH:24]=[N:25]4)=[CH:20][CH:19]=3)=[O:16])=[CH:11][CH:12]=[CH:13][CH:14]=2)=[CH:5][CH:4]=1.Cl.[CH2:34]([NH:36][CH2:37][CH3:38])[CH3:35].Cl.CN(C)CCCN=C=NCC.ON1C2C=CC=CC=2N=N1.C(N(CC)CC)C. Product: [CH2:34]([N:36]([CH2:37][CH3:38])[C:28]([C:23]1[CH:24]=[N:25][C:26]2[C:21]([CH:22]=1)=[CH:20][CH:19]=[C:18]([NH:17][C:15]([C:10]1[C:9]([C:6]3[CH:7]=[CH:8][C:3]([C:2]([F:32])([F:1])[F:31])=[CH:4][CH:5]=3)=[CH:14][CH:13]=[CH:12][CH:11]=1)=[O:16])[CH:27]=2)=[O:29])[CH3:35]. The catalyst class is: 96. (2) Reactant: [F:1][C:2]1[N:6]([CH3:7])[N:5]=[C:4]([C:8]([F:11])([F:10])[F:9])[C:3]=1[CH2:12]O.P(Br)(Br)[Br:15].O. Product: [Br:15][CH2:12][C:3]1[C:4]([C:8]([F:11])([F:10])[F:9])=[N:5][N:6]([CH3:7])[C:2]=1[F:1]. The catalyst class is: 27. (3) The catalyst class is: 12. Product: [NH2:23][C:19]1([C:16]2[CH:15]=[CH:14][C:13]([C:11]3[O:12][C:3]4[C:2]([Br:1])=[CH:7][NH:6][C:5](=[O:8])[C:4]=4[C:10]=3[C:31]3[CH:36]=[CH:35][CH:34]=[CH:33][CH:32]=3)=[CH:18][CH:17]=2)[CH2:22][CH2:21][CH2:20]1. Reactant: [Br:1][C:2]1[C:3]2[O:12][C:11]([C:13]3[CH:18]=[CH:17][C:16]([C:19]4([NH:23]C(=O)OC(C)(C)C)[CH2:22][CH2:21][CH2:20]4)=[CH:15][CH:14]=3)=[C:10]([C:31]3[CH:36]=[CH:35][CH:34]=[CH:33][CH:32]=3)[C:4]=2[C:5]([O:8]C)=[N:6][CH:7]=1.Cl. (4) Reactant: [CH3:1][C:2]1[CH:7]=[C:6]([CH3:8])[CH:5]=[CH:4][C:3]=1[C:9]1[N:13]=[C:12]([CH2:14][N:15]([CH2:20][C:21]2[CH:26]=[CH:25][C:24]([S:27][C:28]([CH3:37])([CH3:36])[C:29]([O:31]C(C)(C)C)=[O:30])=[CH:23][CH:22]=2)[CH2:16][CH2:17][O:18][CH3:19])[O:11][N:10]=1. Product: [CH3:1][C:2]1[CH:7]=[C:6]([CH3:8])[CH:5]=[CH:4][C:3]=1[C:9]1[N:13]=[C:12]([CH2:14][N:15]([CH2:20][C:21]2[CH:22]=[CH:23][C:24]([S:27][C:28]([CH3:37])([CH3:36])[C:29]([OH:31])=[O:30])=[CH:25][CH:26]=2)[CH2:16][CH2:17][O:18][CH3:19])[O:11][N:10]=1. The catalyst class is: 89. (5) Reactant: [CH:1]1([N:6]2[C:15]3[N:14]=[C:13]([NH:16][C:17]4[CH:27]=[CH:26][C:20]([C:21]([O:23]CC)=[O:22])=[CH:19][C:18]=4[O:28][CH3:29])[N:12]=[CH:11][C:10]=3[N:9]([CH3:30])[C:8](=[O:31])[C@H:7]2[CH2:32][CH3:33])[CH2:5][CH2:4][CH2:3][CH2:2]1.[Li+].[OH-]. Product: [CH:1]1([N:6]2[C:15]3[N:14]=[C:13]([NH:16][C:17]4[CH:27]=[CH:26][C:20]([C:21]([OH:23])=[O:22])=[CH:19][C:18]=4[O:28][CH3:29])[N:12]=[CH:11][C:10]=3[N:9]([CH3:30])[C:8](=[O:31])[C@H:7]2[CH2:32][CH3:33])[CH2:2][CH2:3][CH2:4][CH2:5]1. The catalyst class is: 24. (6) Reactant: [C:1]([O:5][C:6](=[O:28])[CH2:7][N:8]1[C:12]2[CH:13]=[CH:14][CH:15]=[C:16]([N+:17]([O-])=O)[C:11]=2[N:10]([CH2:20][CH2:21][CH2:22][C:23]([O:25][CH3:26])=[O:24])[C:9]1=[O:27])([CH3:4])([CH3:3])[CH3:2]. Product: [NH2:17][C:16]1[C:11]2[N:10]([CH2:20][CH2:21][CH2:22][C:23]([O:25][CH3:26])=[O:24])[C:9](=[O:27])[N:8]([CH2:7][C:6]([O:5][C:1]([CH3:4])([CH3:3])[CH3:2])=[O:28])[C:12]=2[CH:13]=[CH:14][CH:15]=1. The catalyst class is: 579. (7) Reactant: [CH3:1][C:2]1[CH:3]=[C:4]([C:18]2[CH:19]=[C:20]([CH:24]=[CH:25][CH:26]=2)[C:21]([OH:23])=O)[O:5][C:6]=1[CH:7]=[C:8]1[C:16]2[C:11](=[CH:12][CH:13]=[CH:14][CH:15]=2)[NH:10][C:9]1=[O:17].C1C=CC2N(O)N=NC=2C=1.CCN=C=NCCCN(C)C.[N:48]1([CH2:53][CH2:54][NH2:55])[CH2:52][CH2:51][CH2:50][CH2:49]1.CCN(C(C)C)C(C)C. Product: [CH3:1][C:2]1[CH:3]=[C:4]([C:18]2[CH:19]=[C:20]([CH:24]=[CH:25][CH:26]=2)[C:21]([NH:55][CH2:54][CH2:53][N:48]2[CH2:52][CH2:51][CH2:50][CH2:49]2)=[O:23])[O:5][C:6]=1[CH:7]=[C:8]1[C:16]2[C:11](=[CH:12][CH:13]=[CH:14][CH:15]=2)[NH:10][C:9]1=[O:17]. The catalyst class is: 18.